This data is from Catalyst prediction with 721,799 reactions and 888 catalyst types from USPTO. The task is: Predict which catalyst facilitates the given reaction. (1) The catalyst class is: 52. Reactant: C[O:2][C:3](=[O:30])[C:4]1[CH:9]=[CH:8][CH:7]=[C:6]([O:10][C:11]2[CH:16]=[CH:15][C:14]([Cl:17])=[CH:13][C:12]=2[NH:18][C:19]2[C:28]3[C:23](=[N:24][C:25]([CH3:29])=[CH:26][CH:27]=3)[N:22]=[CH:21][CH:20]=2)[CH:5]=1.C1COCC1.O.[Li+].[OH-]. Product: [Cl:17][C:14]1[CH:15]=[CH:16][C:11]([O:10][C:6]2[CH:5]=[C:4]([CH:9]=[CH:8][CH:7]=2)[C:3]([OH:30])=[O:2])=[C:12]([NH:18][C:19]2[C:28]3[C:23](=[N:24][C:25]([CH3:29])=[CH:26][CH:27]=3)[N:22]=[CH:21][CH:20]=2)[CH:13]=1. (2) Reactant: [F:1][C:2]([F:12])([F:11])[C:3](=O)[CH2:4][C:5]([O:7]CC)=O.[NH2:13][C:14]1[CH:19]=[CH:18][CH:17]=[C:16]([NH2:20])[N:15]=1. Product: [NH2:13][C:14]1[N:15]=[C:16]2[C:17]([C:3]([C:2]([F:1])([F:11])[F:12])=[CH:4][C:5](=[O:7])[NH:20]2)=[CH:18][CH:19]=1. The catalyst class is: 400. (3) Reactant: [Cl:1][C:2]1[C:3]2[NH:10][CH:9]=[CH:8][C:4]=2[N:5]=[CH:6][N:7]=1.Br[CH2:12][CH:13]=[CH2:14].[H-].[Na+]. Product: [CH2:14]([N:10]1[C:3]2[C:2]([Cl:1])=[N:7][CH:6]=[N:5][C:4]=2[CH:8]=[CH:9]1)[CH:13]=[CH2:12]. The catalyst class is: 3. (4) Reactant: [Cl:1][C:2]1[CH:20]=[CH:19][C:5]([CH2:6][N:7]2[CH:12]=[C:11]([N+:13]([O-:15])=[O:14])[C:10](=[O:16])[NH:9][CH:8]2SC)=[CH:4][CH:3]=1.[C:21]([C:23]1[N:28]=[C:27]([O:29][C:30]2[CH:36]=[CH:35][C:33]([NH2:34])=[CH:32][CH:31]=2)[CH:26]=[CH:25][CH:24]=1)#[N:22].C(O)(C)(C)C.C(=O)([O-])O.[Na+]. Product: [Cl:1][C:2]1[CH:20]=[CH:19][C:5]([CH2:6][N:7]2[CH:12]=[C:11]([N+:13]([O-:15])=[O:14])[C:10](=[O:16])[NH:9][CH:8]2[NH:34][C:33]2[CH:32]=[CH:31][C:30]([O:29][C:27]3[CH:26]=[CH:25][CH:24]=[C:23]([C:21]#[N:22])[N:28]=3)=[CH:36][CH:35]=2)=[CH:4][CH:3]=1. The catalyst class is: 211. (5) Reactant: [CH3:1][O:2][C:3](=[O:25])[C@@H:4]([O:22][CH2:23][CH3:24])[CH2:5][C:6]1[CH:11]=[CH:10][C:9]([O:12]CC2C=CC=CC=2)=[CH:8][C:7]=1[CH2:20][CH3:21]. Product: [CH3:1][O:2][C:3](=[O:25])[C@@H:4]([O:22][CH2:23][CH3:24])[CH2:5][C:6]1[CH:11]=[CH:10][C:9]([OH:12])=[CH:8][C:7]=1[CH2:20][CH3:21]. The catalyst class is: 45.